From a dataset of Reaction yield outcomes from USPTO patents with 853,638 reactions. Predict the reaction yield, written as a fraction of the theoretical maximum amount of product (1.0 means a 100% yield; for example, 0.34 means a 34% yield). The product is [F:27][C:28]1[C:33]([F:34])=[C:32]([F:35])[CH:31]=[CH:30][C:29]=1[NH:36][C:37](=[O:38])[NH:1][C:2]1[CH:7]=[CH:6][C:5]([C:8]2[S:12][C:11]([C:13]34[CH2:22][CH:17]5[CH2:18][CH:19]([CH2:21][C:15]([C:23]([O:25][CH3:26])=[O:24])([CH2:16]5)[CH2:14]3)[CH2:20]4)=[N:10][CH:9]=2)=[CH:4][CH:3]=1. The reactants are [NH2:1][C:2]1[CH:7]=[CH:6][C:5]([C:8]2[S:12][C:11]([C:13]34[CH2:22][CH:17]5[CH2:18][CH:19]([CH2:21][C:15]([C:23]([O:25][CH3:26])=[O:24])([CH2:16]5)[CH2:14]3)[CH2:20]4)=[N:10][CH:9]=2)=[CH:4][CH:3]=1.[F:27][C:28]1[C:33]([F:34])=[C:32]([F:35])[CH:31]=[CH:30][C:29]=1[N:36]=[C:37]=[O:38]. The yield is 0.900. No catalyst specified.